Dataset: Forward reaction prediction with 1.9M reactions from USPTO patents (1976-2016). Task: Predict the product of the given reaction. (1) Given the reactants C([N:8]1[CH2:13][CH2:12][CH:11]([NH:14][C:15]2[CH:20]=[CH:19][C:18]([C:21]([F:24])([F:23])[F:22])=[CH:17][N:16]=2)[CH2:10][CH2:9]1)C1C=CC=CC=1.C(N(C(C)C)CC)(C)C.ClC(OC(Cl)C)=O, predict the reaction product. The product is: [NH:8]1[CH2:9][CH2:10][CH:11]([NH:14][C:15]2[CH:20]=[CH:19][C:18]([C:21]([F:23])([F:22])[F:24])=[CH:17][N:16]=2)[CH2:12][CH2:13]1. (2) The product is: [OH:11][C:7]1[CH:6]=[C:5]([C:3](=[O:4])[CH:2]([CH3:1])[CH2:19][CH2:20][N:21]2[CH2:26][CH2:25][O:24][CH2:23][CH2:22]2)[CH:10]=[CH:9][CH:8]=1. Given the reactants [CH3:1][CH:2]([CH2:19][CH2:20][N:21]1[CH2:26][CH2:25][O:24][CH2:23][CH2:22]1)[C:3]([C:5]1[CH:10]=[CH:9][CH:8]=[C:7]([O:11]CC2C=CC=CC=2)[CH:6]=1)=[O:4].CC1CC=CCC=1, predict the reaction product. (3) The product is: [OH:30][NH:31][C:3]([C:5]1[CH:14]=[CH:13][C:12]2[CH2:11][CH2:10][CH:9]([NH:15][S:24]([C:20]3[CH:21]=[CH:22][CH:23]=[C:18]([C:17]([F:29])([F:28])[F:16])[CH:19]=3)(=[O:26])=[O:25])[CH2:8][C:7]=2[CH:6]=1)=[O:4]. Given the reactants CO[C:3]([C:5]1[CH:14]=[CH:13][C:12]2[CH2:11][CH2:10][CH:9]([NH2:15])[CH2:8][C:7]=2[CH:6]=1)=[O:4].[F:16][C:17]([F:29])([F:28])[C:18]1[CH:19]=[C:20]([S:24](Cl)(=[O:26])=[O:25])[CH:21]=[CH:22][CH:23]=1.[OH:30][NH2:31].[OH-].[K+], predict the reaction product. (4) Given the reactants [OH:1][C:2]1[CH:3]=[C:4]2[C:8](=[CH:9][C:10]=1[O:11][CH3:12])[C:7](=[O:13])[CH2:6][CH2:5]2.C([O-])([O-])=O.[K+].[K+].[CH2:20](Br)[C:21]1[CH:26]=[CH:25][CH:24]=[CH:23][CH:22]=1, predict the reaction product. The product is: [CH2:20]([O:1][C:2]1[CH:3]=[C:4]2[C:8](=[CH:9][C:10]=1[O:11][CH3:12])[C:7](=[O:13])[CH2:6][CH2:5]2)[C:21]1[CH:26]=[CH:25][CH:24]=[CH:23][CH:22]=1. (5) Given the reactants CC(C)([O-])C.[K+].[OH:7][CH2:8][C:9]1([C:13]#[N:14])[CH2:12][O:11][CH2:10]1.F[C:16]1[CH:23]=[CH:22][C:21]([C:24]2[N:29]=[C:28]([NH:30][C:31]3[CH:36]=[CH:35][C:34]([N:37]4[CH2:42][CH2:41][N:40]([CH:43]5[CH2:46][O:45][CH2:44]5)[CH2:39][CH2:38]4)=[CH:33][CH:32]=3)[N:27]=[CH:26][N:25]=2)=[CH:20][C:17]=1[C:18]#[N:19], predict the reaction product. The product is: [C:18]([C:17]1[CH:20]=[C:21]([C:24]2[N:29]=[C:28]([NH:30][C:31]3[CH:32]=[CH:33][C:34]([N:37]4[CH2:42][CH2:41][N:40]([CH:43]5[CH2:44][O:45][CH2:46]5)[CH2:39][CH2:38]4)=[CH:35][CH:36]=3)[N:27]=[CH:26][N:25]=2)[CH:22]=[CH:23][C:16]=1[O:7][CH2:8][C:9]1([C:13]#[N:14])[CH2:12][O:11][CH2:10]1)#[N:19]. (6) Given the reactants [CH2:1]([N:8]([CH2:11][C:12]1[CH:13]=[C:14]([CH:38]=[CH:39][C:40]=1[OH:41])[CH2:15][C@H:16]1[C@H:24]2[C@@H:20]([N:21]([CH2:26][C:27]3[CH:32]=[CH:31][CH:30]=[C:29]([CH:33]([CH3:35])[CH3:34])[CH:28]=3)C(=O)[O:23]2)[CH2:19][S:18](=[O:37])(=[O:36])[CH2:17]1)[CH2:9][CH3:10])[C:2]1[CH:7]=[CH:6][CH:5]=[CH:4][CH:3]=1.C(Cl)[Cl:43].C[OH:46], predict the reaction product. The product is: [ClH:43].[CH2:1]([N:8]([CH2:9][CH3:10])[C:11](=[O:46])[C:12]1[CH:13]=[C:14]([CH2:15][C@H:16]2[C@H:24]([OH:23])[C@@H:20]([NH:21][CH2:26][C:27]3[CH:32]=[CH:31][CH:30]=[C:29]([CH:33]([CH3:34])[CH3:35])[CH:28]=3)[CH2:19][S:18](=[O:37])(=[O:36])[CH2:17]2)[CH:38]=[CH:39][C:40]=1[OH:41])[C:2]1[CH:7]=[CH:6][CH:5]=[CH:4][CH:3]=1. (7) Given the reactants [CH3:1][S:2](Cl)(=[O:4])=[O:3].[Cl:6][C:7]1[CH:12]=[CH:11][CH:10]=[CH:9][C:8]=1[C:13]1[O:14][C:15]2[C:20]([C:21](=[O:23])[CH:22]=1)=[C:19]([O:24][CH3:25])[CH:18]=[C:17]([O:26][CH3:27])[C:16]=2[C@@H:28]1[CH2:33][CH2:32][N:31]([CH2:34][CH2:35][CH3:36])[CH2:30][C@H:29]1[OH:37].C(N(CC)CC)C, predict the reaction product. The product is: [Cl:6][C:7]1[CH:12]=[CH:11][CH:10]=[CH:9][C:8]=1[C:13]1[O:14][C:15]2[C:20]([C:21](=[O:23])[CH:22]=1)=[C:19]([O:24][CH3:25])[CH:18]=[C:17]([O:26][CH3:27])[C:16]=2[C@@H:28]1[CH2:33][CH2:32][N:31]([CH2:34][CH2:35][CH3:36])[CH2:30][C@H:29]1[O:37][S:2]([CH3:1])(=[O:4])=[O:3].